From a dataset of Full USPTO retrosynthesis dataset with 1.9M reactions from patents (1976-2016). Predict the reactants needed to synthesize the given product. Given the product [N:57]1[CH:58]=[CH:59][CH:60]=[CH:61][C:56]=1[NH:55][CH2:54][CH:51]1[CH2:52][CH2:53][N:48]([C:45]2[CH:44]=[CH:43][C:42]([CH2:41][CH:40]([NH:69][C:4](=[O:6])[C:3]3[C:7]([CH3:12])=[CH:8][C:9]([CH3:11])=[CH:10][C:2]=3[CH3:1])[C:39]([OH:70])=[O:38])=[CH:47][CH:46]=2)[CH2:49][CH2:50]1, predict the reactants needed to synthesize it. The reactants are: [CH3:1][C:2]1[CH:10]=[C:9]([CH3:11])[CH:8]=[C:7]([CH3:12])[C:3]=1[C:4]([OH:6])=O.CN(C(ON1N=NC2C=CC=NC1=2)=[N+](C)C)C.F[P-](F)(F)(F)(F)F.C[O:38][C:39](=[O:70])[CH:40]([NH2:69])[CH2:41][C:42]1[CH:47]=[CH:46][C:45]([N:48]2[CH2:53][CH2:52][CH:51]([CH2:54][N:55](C(OC(C)(C)C)=O)[C:56]3[CH:61]=[CH:60][CH:59]=[CH:58][N:57]=3)[CH2:50][CH2:49]2)=[CH:44][CH:43]=1.CCN(C(C)C)C(C)C.